Dataset: Catalyst prediction with 721,799 reactions and 888 catalyst types from USPTO. Task: Predict which catalyst facilitates the given reaction. (1) Reactant: [Cl:1][C:2]1[C:3]([C:12](=O)[CH2:13][N:14]2[C:18](=[O:19])[C:17]3=[CH:20][CH:21]=[CH:22][CH:23]=[C:16]3[C:15]2=[O:24])=[N:4][CH:5]=[C:6]([C:8]([F:11])([F:10])[F:9])[CH:7]=1.Cl.[CH2:27]([O:29][NH2:30])[CH3:28].O. Product: [Cl:1][C:2]1[C:3]([C:12](=[N:30][O:29][CH2:27][CH3:28])[CH2:13][N:14]2[C:18](=[O:19])[C:17]3=[CH:20][CH:21]=[CH:22][CH:23]=[C:16]3[C:15]2=[O:24])=[N:4][CH:5]=[C:6]([C:8]([F:11])([F:10])[F:9])[CH:7]=1. The catalyst class is: 8. (2) Reactant: [O:1]=[C:2]1[NH:15][C:13]2[C:14]3[CH:6]([CH2:7][N:8]([CH2:16][C:17]([O:19]C(C)(C)C)=[O:18])[C:9]=3[CH:10]=[CH:11][CH:12]=2)[CH2:5][CH2:4][CH2:3]1.[H-].[Na+].I[CH3:27]. Product: [CH3:27][N:15]1[C:13]2[C:14]3[CH:6]([CH2:7][N:8]([CH2:16][C:17]([OH:19])=[O:18])[C:9]=3[CH:10]=[CH:11][CH:12]=2)[CH2:5][CH2:4][CH2:3][C:2]1=[O:1]. The catalyst class is: 3. (3) Reactant: [N:1]1([CH2:6][C:7]2[CH:12]=[CH:11][C:10]([C:13]3[CH:18]=[CH:17][C:16]([CH2:19][CH2:20][C:21]([C:23]4[O:24][C:25]([C:28]5[N:33]=[C:32]([C:34]([O:36]C)=[O:35])[CH:31]=[CH:30][CH:29]=5)=[CH:26][N:27]=4)=[O:22])=[CH:15][CH:14]=3)=[CH:9][CH:8]=2)[CH2:5][CH2:4][CH2:3][CH2:2]1.[Li+].[OH-].Cl. Product: [N:1]1([CH2:6][C:7]2[CH:8]=[CH:9][C:10]([C:13]3[CH:18]=[CH:17][C:16]([CH2:19][CH2:20][C:21]([C:23]4[O:24][C:25]([C:28]5[N:33]=[C:32]([C:34]([OH:36])=[O:35])[CH:31]=[CH:30][CH:29]=5)=[CH:26][N:27]=4)=[O:22])=[CH:15][CH:14]=3)=[CH:11][CH:12]=2)[CH2:2][CH2:3][CH2:4][CH2:5]1. The catalyst class is: 569. (4) Reactant: [C:1]1([Si:7](Cl)([C:14]2[CH:19]=[CH:18][CH:17]=[CH:16][CH:15]=2)[C:8]2[CH:13]=[CH:12][CH:11]=[CH:10][CH:9]=2)[CH:6]=[CH:5][CH:4]=[CH:3][CH:2]=1.[OH:21][CH2:22][CH2:23][CH2:24][CH2:25][CH2:26][N:27]1[CH:32]=[CH:31][C:30](=[O:33])[NH:29][C:28]1=[O:34]. Product: [C:1]1([Si:7]([C:14]2[CH:19]=[CH:18][CH:17]=[CH:16][CH:15]=2)([C:8]2[CH:13]=[CH:12][CH:11]=[CH:10][CH:9]=2)[O:21][CH2:22][CH2:23][CH2:24][CH2:25][CH2:26][N:27]2[CH:32]=[CH:31][C:30](=[O:33])[NH:29][C:28]2=[O:34])[CH:6]=[CH:5][CH:4]=[CH:3][CH:2]=1. The catalyst class is: 17.